This data is from Full USPTO retrosynthesis dataset with 1.9M reactions from patents (1976-2016). The task is: Predict the reactants needed to synthesize the given product. Given the product [CH3:31][N:32]([CH3:36])[C:33]([NH:23][CH2:22][C:16]1([C:13]2[CH:14]=[CH:15][C:10]([O:9][CH2:8][CH2:7][CH2:6][N:1]3[CH2:5][CH2:4][CH2:3][CH2:2]3)=[CH:11][CH:12]=2)[CH2:17][CH2:18][O:19][CH2:20][CH2:21]1)=[O:34], predict the reactants needed to synthesize it. The reactants are: [N:1]1([CH2:6][CH2:7][CH2:8][O:9][C:10]2[CH:15]=[CH:14][C:13]([C:16]3([CH2:22][NH2:23])[CH2:21][CH2:20][O:19][CH2:18][CH2:17]3)=[CH:12][CH:11]=2)[CH2:5][CH2:4][CH2:3][CH2:2]1.C(N(CC)CC)C.[CH3:31][N:32]([CH3:36])[C:33](Cl)=[O:34].